This data is from Forward reaction prediction with 1.9M reactions from USPTO patents (1976-2016). The task is: Predict the product of the given reaction. (1) The product is: [CH3:4][O:3][C:2]1[CH:5]=[C:6]2[C:7](=[CH:8][C:1]=1[O:9][CH3:10])[C:14](=[O:15])[CH2:13][CH:11]2[CH3:12]. Given the reactants [C:1]1([O:9][CH3:10])[C:2](=[CH:5][CH:6]=[CH:7][CH:8]=1)[O:3][CH3:4].[CH:11]([CH2:13][C:14](O)=[O:15])=[CH2:12], predict the reaction product. (2) Given the reactants C([Mg]Br)C.Br[C:6]1[N:10]2[N:11]=[C:12]([Cl:15])[CH:13]=[CH:14][C:9]2=[N:8][CH:7]=1.[N:16]1[CH:17]=[CH:18][N:19]2[CH:24]=[C:23]([CH:25]=[O:26])[CH:22]=[CH:21][C:20]=12, predict the reaction product. The product is: [Cl:15][C:12]1[CH:13]=[CH:14][C:9]2[N:10]([C:6]([CH:25]([C:23]3[CH:22]=[CH:21][C:20]4[N:19]([CH:18]=[CH:17][N:16]=4)[CH:24]=3)[OH:26])=[CH:7][N:8]=2)[N:11]=1. (3) Given the reactants [OH-].[Na+].C[O:4][C:5]([C:7]1[CH:8]=[CH:9][C:10]([O:13][C:14]2[CH:31]=[CH:30][C:17]3[CH2:18][CH2:19][N:20]([C:23]([O:25][C:26]([CH3:29])([CH3:28])[CH3:27])=[O:24])[CH2:21][CH2:22][C:16]=3[CH:15]=2)=[N:11][CH:12]=1)=[O:6].Cl, predict the reaction product. The product is: [CH3:29][C:26]([O:25][C:23]([N:20]1[CH2:19][CH2:18][C:17]2[CH:30]=[CH:31][C:14]([O:13][C:10]3[N:11]=[CH:12][C:7]([C:5]([OH:6])=[O:4])=[CH:8][CH:9]=3)=[CH:15][C:16]=2[CH2:22][CH2:21]1)=[O:24])([CH3:27])[CH3:28]. (4) Given the reactants [CH2:1]([O:3][C:4]([C:6]1[O:10][C:9]([CH2:11][O:12][C:13]2[CH:18]=[CH:17][CH:16]=[CH:15][CH:14]=2)=[N:8][C:7]=1[CH2:19][CH2:20][NH:21]C(OCC1C=CC=CC=1)=O)=[O:5])[CH3:2], predict the reaction product. The product is: [CH2:1]([O:3][C:4]([C:6]1[O:10][C:9]([CH2:11][O:12][C:13]2[CH:14]=[CH:15][CH:16]=[CH:17][CH:18]=2)=[N:8][C:7]=1[CH2:19][CH2:20][NH2:21])=[O:5])[CH3:2]. (5) Given the reactants [F:1][C:2]([F:32])([F:31])[C:3]1[N:7]2[N:8]=[C:9]([N:12]3[CH2:17][CH2:16][CH:15]([C:18]4[C:26]5[C:21](=[CH:22][CH:23]=[C:24]([C:27]([O:29]C)=[O:28])[CH:25]=5)[NH:20][CH:19]=4)[CH2:14][CH2:13]3)[CH:10]=[CH:11][C:6]2=[N:5][N:4]=1.[OH-].[Na+], predict the reaction product. The product is: [F:32][C:2]([F:1])([F:31])[C:3]1[N:7]2[N:8]=[C:9]([N:12]3[CH2:17][CH2:16][CH:15]([C:18]4[C:26]5[C:21](=[CH:22][CH:23]=[C:24]([C:27]([OH:29])=[O:28])[CH:25]=5)[NH:20][CH:19]=4)[CH2:14][CH2:13]3)[CH:10]=[CH:11][C:6]2=[N:5][N:4]=1. (6) Given the reactants Br[C:2]1[CH:7]=[C:6]([O:8][C:9]([F:12])([F:11])[F:10])[CH:5]=[CH:4][C:3]=1[Cl:13].[CH2:14](C([Sn])=C(CCCC)CCCC)[CH2:15]CC, predict the reaction product. The product is: [Cl:13][C:3]1[CH:4]=[CH:5][C:6]([O:8][C:9]([F:12])([F:11])[F:10])=[CH:7][C:2]=1[CH:14]=[CH2:15].